Dataset: Catalyst prediction with 721,799 reactions and 888 catalyst types from USPTO. Task: Predict which catalyst facilitates the given reaction. (1) Reactant: [NH2:1][C@@H:2]1[CH2:7][CH2:6][C@H:5]([NH:8][C:9]2[N:14]=[C:13]([N:15]([CH3:17])[CH3:16])[CH:12]=[C:11]([CH3:18])[N:10]=2)[CH2:4][CH2:3]1.[Cl:19][C:20]1[N:28]=[CH:27][CH:26]=[CH:25][C:21]=1[C:22](Cl)=[O:23].CCN(C(C)C)C(C)C. Product: [Cl:19][C:20]1[N:28]=[CH:27][CH:26]=[CH:25][C:21]=1[C:22]([NH:1][C@H:2]1[CH2:3][CH2:4][C@@H:5]([NH:8][C:9]2[N:14]=[C:13]([N:15]([CH3:17])[CH3:16])[CH:12]=[C:11]([CH3:18])[N:10]=2)[CH2:6][CH2:7]1)=[O:23]. The catalyst class is: 2. (2) Reactant: [Se](=O)=[O:2].[OH:4][C:5]1[CH:14]=[C:13]([C:15]([CH3:20])([CH3:19])[C:16]([OH:18])=[O:17])[CH:12]=[C:11]2[C:6]=1[C@@H:7]1[CH2:26][C:25]([CH3:27])=[CH:24][CH2:23][C@@H:8]1[C:9]([CH3:22])([CH3:21])[O:10]2. Product: [CH:27]([C:25]1[CH2:26][C@H:7]2[C:6]3[C:11](=[CH:12][C:13]([C:15]([CH3:19])([CH3:20])[C:16]([OH:18])=[O:17])=[CH:14][C:5]=3[OH:4])[O:10][C:9]([CH3:22])([CH3:21])[C@@H:8]2[CH2:23][CH:24]=1)=[O:2]. The catalyst class is: 15. (3) Reactant: [NH2:1][CH2:2][C:3]1[CH:4]=[CH:5][C:6]([Cl:19])=[C:7]([O:9][C:10]2[CH:11]=[C:12]([CH:15]=[C:16]([Cl:18])[CH:17]=2)[C:13]#[N:14])[CH:8]=1.[Cl:20][C:21]1[CH:29]=[C:28]([S:30]([CH3:33])(=[O:32])=[O:31])[CH:27]=[CH:26][C:22]=1[C:23](O)=[O:24].CN(C(ON1N=NC2C=CC=NC1=2)=[N+](C)C)C.F[P-](F)(F)(F)(F)F.CCN(C(C)C)C(C)C. Product: [Cl:20][C:21]1[CH:29]=[C:28]([S:30]([CH3:33])(=[O:32])=[O:31])[CH:27]=[CH:26][C:22]=1[C:23]([NH:1][CH2:2][C:3]1[CH:4]=[CH:5][C:6]([Cl:19])=[C:7]([O:9][C:10]2[CH:11]=[C:12]([C:13]#[N:14])[CH:15]=[C:16]([Cl:18])[CH:17]=2)[CH:8]=1)=[O:24]. The catalyst class is: 3. (4) Product: [C@H:34]1([NH:37][C:38]2[N:46]=[C:45]([NH:47][CH2:48][CH2:49][C:50]3[N:51]=[CH:52][N:53]([CH3:55])[CH:54]=3)[N:44]=[C:43]3[C:39]=2[N:40]=[CH:41][N:42]3[C@H:56]2[C@H:60]([OH:61])[C@H:59]([OH:65])[C@@H:58]([C:69]3[N:70]=[N:71][N:72]([CH2:74][CH3:75])[N:73]=3)[O:57]2)[CH2:33][CH2:32][C@H:31]([NH:30][C:26]2[N:25]=[C:24]([NH:76][CH2:77][CH2:78][C:79]3[N:80]=[CH:81][N:82]([CH3:84])[CH:83]=3)[N:23]=[C:22]3[C:27]=2[N:28]=[CH:29][N:21]3[C@H:6]2[C@H:5]([OH:4])[C@H:9]([OH:10])[C@@H:8]([C:14]3[N:15]=[N:16][N:17]([CH2:19][CH3:20])[N:18]=3)[O:7]2)[CH2:36][CH2:35]1. The catalyst class is: 5. Reactant: C([O:4][C@@H:5]1[C@H:9]([O:10]C(=O)C)[C@@H:8]([C:14]2[N:15]=[N:16][N:17]([CH2:19][CH3:20])[N:18]=2)[O:7][C@H:6]1[N:21]1[CH:29]=[N:28][C:27]2[C:22]1=[N:23][C:24]([NH:76][CH2:77][CH2:78][C:79]1[N:80]=[CH:81][N:82]([CH3:84])[CH:83]=1)=[N:25][C:26]=2[NH:30][C@H:31]1[CH2:36][CH2:35][C@H:34]([NH:37][C:38]2[N:46]=[C:45]([NH:47][CH2:48][CH2:49][C:50]3[N:51]=[CH:52][N:53]([CH3:55])[CH:54]=3)[N:44]=[C:43]3[C:39]=2[N:40]=[CH:41][N:42]3[C@H:56]2[C@H:60]([O:61]C(=O)C)[C@H:59]([O:65]C(=O)C)[C@@H:58]([C:69]3[N:70]=[N:71][N:72]([CH2:74][CH3:75])[N:73]=3)[O:57]2)[CH2:33][CH2:32]1)(=O)C.C[O-].[Na+]. (5) Reactant: I[C:2]1([C:7]2[S:8][CH:9]=[CH:10][CH:11]=2)[CH2:6][CH:5]=[CH:4][S:3]1.C([Sn](CCCC)(CCCC)[C:17]1[S:21][C:20]([C:22]2[S:23][C:24]([Sn](CCCC)(CCCC)CCCC)=[CH:25][C:26]=2[P:27]([O:34][CH2:35][CH2:36][CH2:37][CH3:38])([O:29][CH2:30][CH2:31][CH2:32][CH3:33])=[O:28])=[CH:19][C:18]=1P(OCCCC)(OCCCC)=O)CCC.[Cu]C#N.[F-].[K+]. Product: [CH2:35]([O:34][P:27]([C:5]1[CH:6]=[C:2]([C:7]2[S:8][C:9]([C:24]3[S:23][CH:22]=[CH:26][CH:25]=3)=[CH:10][CH:11]=2)[S:3][C:4]=1[C:24]1[S:23][C:22]([C:20]2[S:21][C:17]([C:20]3[S:21][CH:17]=[CH:18][CH:19]=3)=[CH:18][CH:19]=2)=[C:26]([P:27]([O:29][CH2:30][CH2:31][CH2:32][CH3:33])([O:34][CH2:35][CH2:36][CH2:37][CH3:38])=[O:28])[CH:25]=1)([O:29][CH2:30][CH2:31][CH2:32][CH3:33])=[O:28])[CH2:36][CH2:37][CH3:38]. The catalyst class is: 11. (6) Reactant: [OH:1][C:2]1[C:11]2[C:6](=[N:7][CH:8]=[CH:9][CH:10]=2)[N:5]([CH2:12][C:13]2[CH:14]=[N:15][C:16]([C:19]([F:22])([F:21])[F:20])=[CH:17][CH:18]=2)[C:4](=[O:23])[C:3]=1[C:24](OCC)=[O:25].C([NH:33][CH2:34][C:35]([OH:37])=[O:36])(C)(C)C. Product: [OH:1][C:2]1[C:11]2[C:6](=[N:7][CH:8]=[CH:9][CH:10]=2)[N:5]([CH2:12][C:13]2[CH:14]=[N:15][C:16]([C:19]([F:21])([F:22])[F:20])=[CH:17][CH:18]=2)[C:4](=[O:23])[C:3]=1[C:24]([NH:33][CH2:34][C:35]([O:37][C:3]([CH3:24])([CH3:4])[CH3:2])=[O:36])=[O:25]. The catalyst class is: 57. (7) Reactant: CO[CH:3]1[CH2:7][CH2:6][CH:5](OC)O1.[NH2:10][C:11]1[CH:19]=[CH:18][C:14]([C:15]([NH2:17])=[O:16])=[CH:13][C:12]=1[CH3:20].C([O-])([O-])=O.[Na+].[Na+]. Product: [CH3:20][C:12]1[CH:13]=[C:14]([CH:18]=[CH:19][C:11]=1[N:10]1[CH:3]=[CH:7][CH:6]=[CH:5]1)[C:15]([NH2:17])=[O:16]. The catalyst class is: 52. (8) Reactant: [Li][CH2:2][CH2:3][CH2:4][CH3:5].[C:6]1(C)C=[CH:10][CH:9]=[CH:8][CH:7]=1.C#CCCCCCC.CN(P(N(C)C)(N(C)C)=[O:25])C. Product: [CH2:2]([OH:25])[C:3]#[C:4][CH2:5][CH2:6][CH2:7][CH2:8][CH2:9][CH3:10]. The catalyst class is: 1. (9) Reactant: Br[C:2]1[CH:3]=[N:4][CH:5]=[N:6][CH:7]=1.[Li]CCCC.[CH2:13]([Sn:17](Cl)([CH2:22][CH2:23][CH2:24][CH3:25])[CH2:18][CH2:19][CH2:20][CH3:21])[CH2:14][CH2:15][CH3:16]. Product: [CH2:22]([Sn:17]([CH2:13][CH2:14][CH2:15][CH3:16])([CH2:18][CH2:19][CH2:20][CH3:21])[C:2]1[CH:3]=[N:4][CH:5]=[N:6][CH:7]=1)[CH2:23][CH2:24][CH3:25]. The catalyst class is: 1.